From a dataset of Forward reaction prediction with 1.9M reactions from USPTO patents (1976-2016). Predict the product of the given reaction. (1) Given the reactants [I:1][CH2:2][C:3]1[N:4]=[C:5]([C:14]2[CH:19]=[CH:18][C:17]([CH3:20])=[CH:16][CH:15]=2)[O:6][C:7]=1[C:8]1[CH:13]=[CH:12][CH:11]=[CH:10][CH:9]=1.C1(C(=O)C(=NO)C)CCCCC1.C1(C)C=CC(C=O)=CC=1, predict the reaction product. The product is: [I:1][CH2:2][C:3]1[N:4]=[C:5]([C:14]2[CH:15]=[CH:16][C:17]([CH3:20])=[CH:18][CH:19]=2)[O:6][C:7]=1[CH:8]1[CH2:9][CH2:10][CH2:11][CH2:12][CH2:13]1. (2) Given the reactants [CH2:1]([O:3][C:4](=[O:22])[CH2:5][CH2:6][C:7]1[C:15]2[C:10]3=[C:11]([O:16][CH2:17][CH2:18][N:9]3[C:8]=1[C:19]([OH:21])=[O:20])[CH:12]=[CH:13][CH:14]=2)[CH3:2].[C:23]([O-])([O-])=O.[K+].[K+].CI, predict the reaction product. The product is: [CH2:1]([O:3][C:4](=[O:22])[CH2:5][CH2:6][C:7]1[C:15]2[C:10]3=[C:11]([O:16][CH2:17][CH2:18][N:9]3[C:8]=1[C:19]([O:21][CH3:23])=[O:20])[CH:12]=[CH:13][CH:14]=2)[CH3:2]. (3) Given the reactants [C:1]([C:3]1[N:7]([CH:8]2[CH2:13][CH2:12][N:11]([C:14]([O:16][CH:17]([CH3:19])[CH3:18])=[O:15])[CH2:10][CH2:9]2)[N:6]=[CH:5][C:4]=1[CH2:20][O:21][C:22]1[CH:27]=[CH:26][C:25]([C:28]2[N:32]([CH2:33][CH2:34][O:35][Si](C)(C)C)[N:31]=[N:30][N:29]=2)=[CH:24][C:23]=1[F:40])#[N:2].Cl, predict the reaction product. The product is: [C:1]([C:3]1[N:7]([CH:8]2[CH2:9][CH2:10][N:11]([C:14]([O:16][CH:17]([CH3:19])[CH3:18])=[O:15])[CH2:12][CH2:13]2)[N:6]=[CH:5][C:4]=1[CH2:20][O:21][C:22]1[CH:27]=[CH:26][C:25]([C:28]2[N:32]([CH2:33][CH2:34][OH:35])[N:31]=[N:30][N:29]=2)=[CH:24][C:23]=1[F:40])#[N:2]. (4) Given the reactants [Cl:1][C:2]1[C:3]2[N:4]([C:16]([CH3:19])=[CH:17][CH:18]=2)[C:5]([C:8]([N:10]2[CH2:15][CH2:14][O:13][CH2:12][CH2:11]2)=[O:9])=[CH:6][N:7]=1.[NH2:20][C:21]1[C:22]([CH3:31])=[C:23]([C:27]([F:30])([F:29])[F:28])[CH:24]=[CH:25][CH:26]=1, predict the reaction product. The product is: [ClH:1].[CH3:19][C:16]1[N:4]2[C:5]([C:8]([N:10]3[CH2:15][CH2:14][O:13][CH2:12][CH2:11]3)=[O:9])=[CH:6][N:7]=[C:2]([NH:20][C:21]3[CH:26]=[CH:25][CH:24]=[C:23]([C:27]([F:28])([F:29])[F:30])[C:22]=3[CH3:31])[C:3]2=[CH:18][CH:17]=1.